From a dataset of Full USPTO retrosynthesis dataset with 1.9M reactions from patents (1976-2016). Predict the reactants needed to synthesize the given product. (1) Given the product [CH3:1][N:2]1[CH:6]=[C:5]([NH:7][C:8]([O:10][CH2:11][CH:12]=[CH2:13])=[O:9])[C:4]([O:14][CH3:15])=[C:3]1[C:16]([OH:18])=[O:17], predict the reactants needed to synthesize it. The reactants are: [CH3:1][N:2]1[CH:6]=[C:5]([NH:7][C:8]([O:10][CH2:11][CH:12]=[CH2:13])=[O:9])[C:4]([O:14][CH3:15])=[C:3]1[C:16]([O:18]CC)=[O:17].[OH-].[Na+].C(O)C. (2) The reactants are: [CH2:1]([CH:3]([N:6]1[C:18]2[C:17]3[CH:16]=[CH:15][CH:14]=[C:13](I)[C:12]=3[N:11]=[C:10]([CH3:20])[C:9]=2[CH2:8][CH2:7]1)[CH2:4][CH3:5])[CH3:2].[C:21]1([CH3:33])[CH:26]=[C:25]([CH3:27])[CH:24]=[C:23]([CH3:28])[C:22]=1OB(O)O.O.O.O.O.O.O.O.O.[OH-].[Ba+2].[OH-].C(COC)OC. Given the product [CH2:1]([CH:3]([N:6]1[C:18]2[C:17]3[CH:16]=[CH:15][CH:14]=[C:13]([C:22]4[C:23]([CH3:28])=[CH:24][C:25]([CH3:27])=[CH:26][C:21]=4[CH3:33])[C:12]=3[N:11]=[C:10]([CH3:20])[C:9]=2[CH2:8][CH2:7]1)[CH2:4][CH3:5])[CH3:2], predict the reactants needed to synthesize it.